Binary Classification. Given a miRNA mature sequence and a target amino acid sequence, predict their likelihood of interaction. From a dataset of Experimentally validated miRNA-target interactions with 360,000+ pairs, plus equal number of negative samples. (1) The miRNA is hsa-miR-30d-5p with sequence UGUAAACAUCCCCGACUGGAAG. The protein sequence of the target gene is MPRGWAAPLLLLLLQGGWGCPDLVCYTDYLQTVICILEMWNLHPSTLTLTWQDQYEELKDEATSCSLHRSAHNATHATYTCHMDVFHFMADDIFSVNITDQSGNYSQECGSFLLAESIKPAPPFNVTVTFSGQYNISWRSDYEDPAFYMLKGKLQYELQYRNRGDPWAVSPRRKLISVDSRSVSLLPLEFRKDSSYELQVRAGPMPGSSYQGTWSEWSDPVIFQTQSEELKEGWNPHLLLLLLLVIVFIPAFWSLKTHPLWRLWKKIWAVPSPERFFMPLYKGCSGDFKKWVGAPFTGSS.... Result: 1 (interaction). (2) The miRNA is hsa-miR-6765-3p with sequence UCACCUGGCUGGCCCGCCCAG. Result: 0 (no interaction). The protein sequence of the target gene is MDYTHQPALIPCGQDKYMPKSELLLHLKTYNLYYEGQNLQLRHREEEDEFIVEGLLNISWGLRRPIRLQMQDDHERIRPPPSSSSWHSGCNLGAQGTTLKPLTMPTVQISEVDMPVEGLETHSPTDSRGLKPVQEDTPQLMRTRSDVGVRRRGNVRTSSDQRRIRRHRFSINGHFYNHKTSVFTPAYGSVTNVRINSTMTTPQVLKLLLNKFKIENSAEEFALYVVHTSGEKQRLKSSDYPLIARILQGPCEQISKVFLMEKDQVEEVTYDVAQYIKFEMPVLKSFIQKLQEEEDREVEK.... (3) The miRNA is mmu-miR-1199-5p with sequence UCUGAGUCCCGGUCGCGCGG. The protein sequence of the target gene is MAASIFTGAVRAASGIFRPLNVLASSTYRNCARNACLNSSLCTIHFRHIQTSVVSSAPRLVTSVGHLAYGHTTTVLNRVATLVPSVLKPPVRALTYCSTRKGKRKTVKSVVHRFLRLHSGLWLRRKAGYKKKLWKKSTARKKRLREFVFCSKTQSKLLDKMTTSFWKRRNWYAGDPYQMYHDRTNLRV. Result: 1 (interaction). (4) The miRNA is hsa-miR-93-5p with sequence CAAAGUGCUGUUCGUGCAGGUAG. The protein sequence of the target gene is MSQEKNEMFESEWSKEREREKQLASGLDTAEKALKVESEELQKSKSELICLYNEVHNLPGESESKDHFLIACDLLQRENSELETKVLKLSQEFAQLNHFTLGGKTAPSNLITSENTCKDPESNEPILETEIQSRKEETEELCPKLGERKQKEIPEESVKEGSFPREGQKEEGSQQNRDMKDEEKEQQLTMKPEEIVRLREELSHINQSLLQSQSSGDSSDDSGAQHPSSGEKLKYNQQGEVQQLHQNLHRLQILCNSAENELRYERGQNLDLKQHNSLLQEENIKIKIELKHAQQKLLDS.... Result: 1 (interaction).